Dataset: Reaction yield outcomes from USPTO patents with 853,638 reactions. Task: Predict the reaction yield, written as a fraction of the theoretical maximum amount of product (1.0 means a 100% yield; for example, 0.34 means a 34% yield). (1) The reactants are FC(F)(F)S(O[C:7]1[C:8]2[CH2:28][N:27]([C:29](=[O:31])[CH3:30])[CH2:26][CH2:25][C:9]=2[N:10]=[C:11]([NH:13][C:14]2[CH:19]=[CH:18][C:17]([C:20]3[O:24][CH:23]=[N:22][CH:21]=3)=[CH:16][CH:15]=2)[N:12]=1)(=O)=O.N[C:35]1[CH:36]=[C:37]([C:41](=O)C)[CH:38]=[CH:39][CH:40]=1. The catalyst is CS(C)=O. The product is [CH2:41]([N:22]([CH2:21][CH2:20][OH:24])[C:7]1[C:8]2[CH2:28][N:27]([C:29](=[O:31])[CH3:30])[CH2:26][CH2:25][C:9]=2[N:10]=[C:11]([NH:13][C:14]2[CH:15]=[CH:16][C:17]([C:20]3[O:24][CH:23]=[N:22][CH:21]=3)=[CH:18][CH:19]=2)[N:12]=1)[C:37]1[CH:36]=[CH:35][CH:40]=[CH:39][CH:38]=1. The yield is 0.490. (2) The reactants are C[O:2][C:3](=[O:32])[C@H:4]([CH2:16][C:17]1[CH:22]=[CH:21][C:20]([C:23]2[C:24](=[O:31])[N:25]([CH3:30])[CH:26]=[CH:27][C:28]=2[CH3:29])=[CH:19][CH:18]=1)[NH:5][C:6]([C:8]1[C:13]([CH3:14])=[CH:12][CH:11]=[CH:10][C:9]=1[Cl:15])=[O:7].[OH-].[Na+]. The catalyst is C(O)C. The product is [Cl:15][C:9]1[CH:10]=[CH:11][CH:12]=[C:13]([CH3:14])[C:8]=1[C:6]([NH:5][C@H:4]([C:3]([OH:32])=[O:2])[CH2:16][C:17]1[CH:22]=[CH:21][C:20]([C:23]2[C:24](=[O:31])[N:25]([CH3:30])[CH:26]=[CH:27][C:28]=2[CH3:29])=[CH:19][CH:18]=1)=[O:7]. The yield is 0.860. (3) The reactants are [Cl:1][C:2]1[CH:7]=[CH:6][C:5]([N+:8]([O-])=O)=[CH:4][C:3]=1[NH:11][C:12]([N:14]=[S:15]([CH3:18])([CH3:17])=[O:16])=[O:13].NC1C=CC(NC(N=S(C)(C)=O)=O)=CC=1. The catalyst is ClCCl.C(O)C. The product is [NH2:8][C:5]1[CH:6]=[CH:7][C:2]([Cl:1])=[C:3]([NH:11][C:12]([N:14]=[S:15]([CH3:17])([CH3:18])=[O:16])=[O:13])[CH:4]=1. The yield is 0.130. (4) The reactants are [C:1]([O:5][C:6]1[CH:11]=[CH:10][C:9]([CH2:12][C@H:13]([NH:36]C(=O)OCC2C3C=CC=CC=3C3C2=CC=CC=3)[C:14]([N:16]([CH2:28][CH:29]([O:33][CH2:34][CH3:35])[O:30][CH2:31][CH3:32])[CH2:17][C:18]2[C:27]3[C:22](=[CH:23][CH:24]=[CH:25][CH:26]=3)[CH:21]=[CH:20][CH:19]=2)=[O:15])=[CH:8][CH:7]=1)([CH3:4])([CH3:3])[CH3:2].N1CCCCC1. No catalyst specified. The product is [NH2:36][C@@H:13]([CH2:12][C:9]1[CH:10]=[CH:11][C:6]([O:5][C:1]([CH3:3])([CH3:2])[CH3:4])=[CH:7][CH:8]=1)[C:14]([N:16]([CH2:28][CH:29]([O:33][CH2:34][CH3:35])[O:30][CH2:31][CH3:32])[CH2:17][C:18]1[C:27]2[C:22](=[CH:23][CH:24]=[CH:25][CH:26]=2)[CH:21]=[CH:20][CH:19]=1)=[O:15]. The yield is 1.12. (5) The reactants are Cl[C:2]1[CH:3]=[C:4]([NH:11][C:12]2[CH:17]=[CH:16][C:15]([O:18][CH3:19])=[C:14]([O:20][CH3:21])[N:13]=2)[C:5]2[N:6]([CH:8]=[CH:9][N:10]=2)[N:7]=1.[NH:22]1[CH2:27][CH2:26][CH2:25][CH:24]([NH:28][C:29](=[O:35])[O:30][C:31]([CH3:34])([CH3:33])[CH3:32])[CH2:23]1. No catalyst specified. The product is [CH3:19][O:18][C:15]1[CH:16]=[CH:17][C:12]([NH:11][C:4]2[C:5]3[N:6]([CH:8]=[CH:9][N:10]=3)[N:7]=[C:2]([N:22]3[CH2:27][CH2:26][CH2:25][CH:24]([NH:28][C:29](=[O:35])[O:30][C:31]([CH3:33])([CH3:32])[CH3:34])[CH2:23]3)[CH:3]=2)=[N:13][C:14]=1[O:20][CH3:21]. The yield is 0.150.